This data is from Reaction yield outcomes from USPTO patents with 853,638 reactions. The task is: Predict the reaction yield, written as a fraction of the theoretical maximum amount of product (1.0 means a 100% yield; for example, 0.34 means a 34% yield). The reactants are Br[C:2]1[CH:3]=[C:4]([CH:8]2[C:17]([CH3:19])([CH3:18])[CH2:16][C:15]3[C:10](=[CH:11][CH:12]=[C:13]([C:20]([OH:22])=[O:21])[CH:14]=3)[NH:9]2)[CH:5]=[CH:6][CH:7]=1.[CH:23]([C@@H:26]1[CH2:30][O:29][C:28](=[O:31])[NH:27]1)([CH3:25])[CH3:24].Cl.CN(C)CC(O)=O.C(=O)([O-])[O-].[K+].[K+]. The catalyst is CS(C)=O.[Cu]I. The product is [CH:23]([C@@H:26]1[CH2:30][O:29][C:28](=[O:31])[N:27]1[C:2]1[CH:3]=[C:4]([CH:8]2[C:17]([CH3:19])([CH3:18])[CH2:16][C:15]3[C:10](=[CH:11][CH:12]=[C:13]([C:20]([OH:22])=[O:21])[CH:14]=3)[NH:9]2)[CH:5]=[CH:6][CH:7]=1)([CH3:25])[CH3:24]. The yield is 0.800.